From a dataset of Retrosynthesis with 50K atom-mapped reactions and 10 reaction types from USPTO. Predict the reactants needed to synthesize the given product. (1) Given the product Cc1ccc(S(=O)(=O)OCC2Cc3cccc(-c4cccc(F)c4F)c3O2)cc1, predict the reactants needed to synthesize it. The reactants are: Cc1ccc(S(=O)(=O)OCC2Cc3cccc(Br)c3O2)cc1.OB(O)c1cccc(F)c1F. (2) Given the product COC(=O)Cc1cn(C2CCCCC2)nc1O, predict the reactants needed to synthesize it. The reactants are: COC(=O)Cc1cn(C2CCCCC2)nc1OCc1ccccc1. (3) Given the product Cc1cc(C)n(-c2ccc(O)cc2CN)n1, predict the reactants needed to synthesize it. The reactants are: COc1ccc(-n2nc(C)cc2C)c(CN)c1. (4) The reactants are: CC(C)=CCCc1ccsc1. Given the product CC(C)CCCc1ccsc1, predict the reactants needed to synthesize it. (5) Given the product CC(=O)OBOC(C)=O, predict the reactants needed to synthesize it. The reactants are: CC(C)(C)OC(=O)N[C@@H]1CNC[C@@H]1CF.COc1c(F)c(F)cc2c(=O)c(C(=O)O)cn(C3CC3)c12. (6) Given the product Cc1noc(CO)c1-c1ccc2[nH]c(=O)n3c2c1OCC3c1ccccn1, predict the reactants needed to synthesize it. The reactants are: Cc1noc(COC(=O)c2ccccc2)c1-c1ccc2[nH]c(=O)n3c2c1OCC3c1ccccn1. (7) Given the product O=C(O)CN1C(=O)[C@@H](N[C@@H](CCc2ccccc2)C(=O)O)CSC[C@@H]1Cc1ccccc1, predict the reactants needed to synthesize it. The reactants are: CCOC(=O)[C@H](CCc1ccccc1)N[C@H]1CSC[C@H](Cc2ccccc2)N(CC(=O)O)C1=O.